From a dataset of Forward reaction prediction with 1.9M reactions from USPTO patents (1976-2016). Predict the product of the given reaction. (1) Given the reactants [I-].[CH:2]([C:5]1[CH:10]=[C:9]([C:11]([F:14])([F:13])[F:12])[CH:8]=[CH:7][C:6]=1[C:15]1[O:16]CC(C)(C)[N+]=1C)([CH3:4])[CH3:3].[OH-:23].[Na+].Cl, predict the reaction product. The product is: [CH:2]([C:5]1[CH:10]=[C:9]([C:11]([F:12])([F:13])[F:14])[CH:8]=[CH:7][C:6]=1[C:15]([OH:16])=[O:23])([CH3:3])[CH3:4]. (2) Given the reactants [C:1]([C:5]1[C:10]([O:11][CH2:12][CH3:13])=[CH:9][C:8]([C:14]2[N:15]([C:33](Cl)=[O:34])[C@H:16]([C:26]3[CH:31]=[CH:30][C:29]([Cl:32])=[CH:28][CH:27]=3)[C@H:17]([C:19]3[CH:24]=[CH:23][C:22]([Cl:25])=[CH:21][CH:20]=3)[N:18]=2)=[C:7]([O:36][CH2:37][CH3:38])[CH:6]=1)([CH3:4])([CH3:3])[CH3:2].[CH3:39][N:40]([CH3:50])[C:41](=[O:49])[CH2:42][N:43]1[CH2:48][CH2:47][NH:46][CH2:45][CH2:44]1, predict the reaction product. The product is: [ClH:25].[C:1]([C:5]1[C:10]([O:11][CH2:12][CH3:13])=[CH:9][C:8]([C:14]2[N:15]([C:33]([N:46]3[CH2:45][CH2:44][N:43]([CH2:42][C:41]([N:40]([CH3:50])[CH3:39])=[O:49])[CH2:48][CH2:47]3)=[O:34])[C@H:16]([C:26]3[CH:27]=[CH:28][C:29]([Cl:32])=[CH:30][CH:31]=3)[C@H:17]([C:19]3[CH:24]=[CH:23][C:22]([Cl:25])=[CH:21][CH:20]=3)[N:18]=2)=[C:7]([O:36][CH2:37][CH3:38])[CH:6]=1)([CH3:3])([CH3:4])[CH3:2]. (3) The product is: [Cl:3][CH2:14][CH:13]([O:12][C:10]1[CH:11]=[C:6]([F:5])[C:7]([N:18]2[CH2:23][CH2:22][NH:21][CH2:20][CH2:19]2)=[C:8]([F:17])[CH:9]=1)[CH2:16][OH:15]. Given the reactants S(Cl)([Cl:3])=O.[F:5][C:6]1[CH:11]=[C:10]([O:12][CH:13]2[CH2:16][O:15][CH2:14]2)[CH:9]=[C:8]([F:17])[C:7]=1[N:18]1[CH2:23][CH2:22][N:21](C(OC(C)(C)C)=O)[CH2:20][CH2:19]1, predict the reaction product. (4) Given the reactants Br[C:2]1[N:3]=[C:4]2[CH:10]=[C:9]([CH:11]3[CH2:16][CH2:15][CH2:14][CH2:13][CH2:12]3)[NH:8][C:5]2=[N:6][CH:7]=1.[CH3:17][N:18]1[C:22](B(O)O)=[CH:21][C:20]([C:26]([F:29])([F:28])[F:27])=[N:19]1.C(=O)([O-])[O-].[K+].[K+], predict the reaction product. The product is: [CH:11]1([C:9]2[NH:8][C:5]3=[N:6][CH:7]=[C:2]([C:22]4[N:18]([CH3:17])[N:19]=[C:20]([C:26]([F:29])([F:28])[F:27])[CH:21]=4)[N:3]=[C:4]3[CH:10]=2)[CH2:16][CH2:15][CH2:14][CH2:13][CH2:12]1. (5) The product is: [CH3:1][C:2]1[CH2:7][CH2:6][CH2:5][C:4]([CH3:8])([CH3:9])[C:3]=1/[CH:10]=[CH:11]/[C:12]1[CH:13]=[C:14]([CH:18]([CH3:22])[CH2:19][CH2:20][N:27]2[C:23](=[O:33])[C:24]3[C:25](=[CH:29][CH:30]=[CH:31][CH:32]=3)[C:26]2=[O:28])[CH:15]=[CH:16][CH:17]=1. Given the reactants [CH3:1][C:2]1[CH2:7][CH2:6][CH2:5][C:4]([CH3:9])([CH3:8])[C:3]=1/[CH:10]=[CH:11]/[C:12]1[CH:13]=[C:14]([CH:18]([CH3:22])[CH2:19][CH2:20]O)[CH:15]=[CH:16][CH:17]=1.[C:23]1(=[O:33])[NH:27][C:26](=[O:28])[C:25]2=[CH:29][CH:30]=[CH:31][CH:32]=[C:24]12, predict the reaction product.